Dataset: Catalyst prediction with 721,799 reactions and 888 catalyst types from USPTO. Task: Predict which catalyst facilitates the given reaction. (1) Reactant: C[O:2][C:3]([C:5]1[CH:10]=[CH:9][C:8]([C:11]2[C:12]([CH3:55])([CH3:54])[C@H:13]3[C@:26]([CH3:29])([CH2:27][CH:28]=2)[C@@H:25]2[C@:16]([CH3:53])([C@@:17]4([CH3:52])[C@H:22]([CH2:23][CH2:24]2)[C@H:21]2[C@H:30]([C:33]([CH3:35])=[CH2:34])[CH2:31][CH2:32][C@:20]2([C:36]([NH:38][CH2:39][CH2:40][N:41]([CH2:47][C:48]([O:50]C)=[O:49])[CH2:42][C:43]([O:45]C)=[O:44])=[O:37])[CH2:19][CH2:18]4)[CH2:15][CH2:14]3)=[CH:7][CH:6]=1)=[O:4].[OH-].[Na+]. Product: [C:3]([C:5]1[CH:6]=[CH:7][C:8]([C:11]2[C:12]([CH3:55])([CH3:54])[C@H:13]3[C@:26]([CH3:29])([CH2:27][CH:28]=2)[C@@H:25]2[C@:16]([CH3:53])([C@@:17]4([CH3:52])[C@H:22]([CH2:23][CH2:24]2)[C@H:21]2[C@H:30]([C:33]([CH3:35])=[CH2:34])[CH2:31][CH2:32][C@:20]2([C:36]([NH:38][CH2:39][CH2:40][N:41]([CH2:47][C:48]([OH:50])=[O:49])[CH2:42][C:43]([OH:45])=[O:44])=[O:37])[CH2:19][CH2:18]4)[CH2:15][CH2:14]3)=[CH:9][CH:10]=1)([OH:4])=[O:2]. The catalyst class is: 12. (2) Reactant: [CH2:1]([O:3][C:4]1[CH:9]=[CH:8][C:7]([C:10]2[Se:11][C:12]([CH:15]=[CH:16][CH2:17][CH2:18][CH3:19])=[CH:13][CH:14]=2)=[C:6]([F:20])[C:5]=1[F:21])[CH3:2]. Product: [CH2:1]([O:3][C:4]1[CH:9]=[CH:8][C:7]([C:10]2[Se:11][C:12]([CH2:15][CH2:16][CH2:17][CH2:18][CH3:19])=[CH:13][CH:14]=2)=[C:6]([F:20])[C:5]=1[F:21])[CH3:2]. The catalyst class is: 78.